Dataset: NCI-60 drug combinations with 297,098 pairs across 59 cell lines. Task: Regression. Given two drug SMILES strings and cell line genomic features, predict the synergy score measuring deviation from expected non-interaction effect. (1) Drug 1: CCCS(=O)(=O)NC1=C(C(=C(C=C1)F)C(=O)C2=CNC3=C2C=C(C=N3)C4=CC=C(C=C4)Cl)F. Drug 2: COC1=C(C=C2C(=C1)N=CN=C2NC3=CC(=C(C=C3)F)Cl)OCCCN4CCOCC4. Cell line: RPMI-8226. Synergy scores: CSS=16.1, Synergy_ZIP=6.70, Synergy_Bliss=12.5, Synergy_Loewe=-1.59, Synergy_HSA=8.27. (2) Drug 2: C1=NC2=C(N=C(N=C2N1C3C(C(C(O3)CO)O)F)Cl)N. Drug 1: CC(C)(C#N)C1=CC(=CC(=C1)CN2C=NC=N2)C(C)(C)C#N. Synergy scores: CSS=-2.25, Synergy_ZIP=-1.16, Synergy_Bliss=-6.48, Synergy_Loewe=-4.59, Synergy_HSA=-7.14. Cell line: OVCAR3. (3) Drug 1: CC1OCC2C(O1)C(C(C(O2)OC3C4COC(=O)C4C(C5=CC6=C(C=C35)OCO6)C7=CC(=C(C(=C7)OC)O)OC)O)O. Drug 2: C1=NNC2=C1C(=O)NC=N2. Cell line: OVCAR-4. Synergy scores: CSS=12.9, Synergy_ZIP=-1.13, Synergy_Bliss=3.67, Synergy_Loewe=5.26, Synergy_HSA=5.46. (4) Drug 1: C1=C(C(=O)NC(=O)N1)N(CCCl)CCCl. Drug 2: C1=CC=C(C=C1)NC(=O)CCCCCCC(=O)NO. Cell line: HOP-92. Synergy scores: CSS=42.5, Synergy_ZIP=-9.17, Synergy_Bliss=-0.238, Synergy_Loewe=2.62, Synergy_HSA=3.02.